This data is from Forward reaction prediction with 1.9M reactions from USPTO patents (1976-2016). The task is: Predict the product of the given reaction. (1) Given the reactants Cl.C(OC(=O)[N:8]([CH2:12][C:13]1[CH:18]=[C:17]([CH2:19][C:20](=[O:25])[NH:21][CH:22]2[CH2:24][CH2:23]2)[CH:16]=[CH:15][C:14]=1[Cl:26])[CH:9]1[CH2:11][CH2:10]1)(C)(C)C.[OH-].[Na+], predict the reaction product. The product is: [Cl:26][C:14]1[CH:15]=[CH:16][C:17]([CH2:19][C:20]([NH:21][CH:22]2[CH2:24][CH2:23]2)=[O:25])=[CH:18][C:13]=1[CH2:12][NH:8][CH:9]1[CH2:11][CH2:10]1. (2) Given the reactants [Br:1]Br.[S:3]1[CH:7]=[CH:6][N:5]=[C:4]1[C:8](=[O:10])[CH3:9], predict the reaction product. The product is: [Br:1][CH2:9][C:8]([C:4]1[S:3][CH:7]=[CH:6][N:5]=1)=[O:10]. (3) Given the reactants Br[C:2]1[CH:3]=[C:4]([C:8]2(C3C=CC=CC=3)[C:20]3[CH:19]=[CH:18][CH:17]=[CH:16][C:15]=3[C:14]3[C:9]2=[CH:10][CH:11]=[CH:12][CH:13]=3)[CH:5]=[CH:6][CH:7]=1.[CH3:27]C(C)([O-])C.[Na+].[NH2:33][C:34]1[C:35](C)=[CH:36][CH:37]=[CH:38][CH:39]=1.C(P(C(C)(C)C)C(C)(C)C)(C)(C)C.[CH3:54][CH2:55][CH2:56][CH2:57][CH2:58][CH3:59], predict the reaction product. The product is: [CH3:27][C:56]1[CH:55]=[C:54]([NH:33][C:34]2[CH:35]=[CH:36][CH:37]=[C:38]([C:8]3([C:20]4[CH:19]=[CH:18][CH:17]=[CH:16][CH:15]=4)[C:9]4[CH:14]=[CH:13][CH:12]=[CH:11][C:10]=4[C:3]4[C:4]3=[CH:5][CH:6]=[CH:7][CH:2]=4)[CH:39]=2)[CH:59]=[CH:58][CH:57]=1. (4) The product is: [Cl:1][C:2]1[CH:24]=[CH:23][CH:22]=[CH:21][C:3]=1[O:4][C:5]1[C:18](=[O:19])[N:17]([CH3:20])[C:8]2[N:9]=[C:10]([NH:33][CH2:25][CH2:26][C:27]3[CH:32]=[CH:31][CH:30]=[CH:29][CH:28]=3)[N:11]=[CH:12][C:7]=2[CH:6]=1. Given the reactants [Cl:1][C:2]1[CH:24]=[CH:23][CH:22]=[CH:21][C:3]=1[O:4][C:5]1[C:18](=[O:19])[N:17]([CH3:20])[C:8]2[N:9]=[C:10](S(C)(=O)=O)[N:11]=[CH:12][C:7]=2[CH:6]=1.[CH2:25]([NH2:33])[CH2:26][C:27]1[CH:32]=[CH:31][CH:30]=[CH:29][CH:28]=1.CCOCC, predict the reaction product.